Dataset: Forward reaction prediction with 1.9M reactions from USPTO patents (1976-2016). Task: Predict the product of the given reaction. The product is: [Br:1][C:2]1[N:3]=[C:4]([C:8]2[S:12][C:11]([C:21]([C@H:24]3[CH2:29][CH2:28][C@H:27]([C:30]([O:32][CH2:33][CH2:34][CH2:35][CH3:36])=[O:31])[CH2:26][CH2:25]3)([OH:23])[CH3:22])=[N:10][CH:9]=2)[CH:5]=[CH:6][CH:7]=1. Given the reactants [Br:1][C:2]1[CH:7]=[CH:6][CH:5]=[C:4]([C:8]2[S:12][CH:11]=[N:10][CH:9]=2)[N:3]=1.C([N-]C(C)C)(C)C.[Li+].[C:21]([C@H:24]1[CH2:29][CH2:28][C@H:27]([C:30]([O:32][CH2:33][CH2:34][CH2:35][CH3:36])=[O:31])[CH2:26][CH2:25]1)(=[O:23])[CH3:22], predict the reaction product.